This data is from Full USPTO retrosynthesis dataset with 1.9M reactions from patents (1976-2016). The task is: Predict the reactants needed to synthesize the given product. (1) Given the product [C:69]1([B-:56]([C:50]2[CH:51]=[CH:52][CH:53]=[CH:54][CH:55]=2)([C:57]2[CH:58]=[CH:59][CH:60]=[CH:61][CH:62]=2)[C:63]2[CH:68]=[CH:67][CH:66]=[CH:65][CH:64]=2)[CH:70]=[CH:71][CH:72]=[CH:73][CH:74]=1.[CH:14]1([PH+:7]([CH:1]2[CH2:2][CH2:3][CH2:4][CH2:5][CH2:6]2)[CH:8]2[CH2:13][CH2:12][CH2:11][CH2:10][CH2:9]2)[CH2:15][CH2:16][CH2:17][CH2:18][CH2:19]1, predict the reactants needed to synthesize it. The reactants are: [CH:1]1([P:7]([CH:14]2[CH2:19][CH2:18][CH2:17][CH2:16][CH2:15]2)[CH:8]2[CH2:13][CH2:12][CH2:11][CH2:10][CH2:9]2)[CH2:6][CH2:5][CH2:4][CH2:3][CH2:2]1.F[B-](F)(F)F.[H+].F[B-](F)(F)F.C1([PH+](C2CCCCC2)C2CCCCC2)CCCCC1.[C:50]1([B-:56]([C:69]2[CH:74]=[CH:73][CH:72]=[CH:71][CH:70]=2)([C:63]2[CH:68]=[CH:67][CH:66]=[CH:65][CH:64]=2)[C:57]2[CH:62]=[CH:61][CH:60]=[CH:59][CH:58]=2)[CH:55]=[CH:54][CH:53]=[CH:52][CH:51]=1.[Na+]. (2) Given the product [CH:2]([CH:8]1[O:30][CH2:28][C:22]2([CH2:23][CH2:24][O:25][CH2:26][CH2:27]2)[NH:21]1)([CH3:3])[CH3:1], predict the reactants needed to synthesize it. The reactants are: [CH3:1][C:2]1[CH:8]=C([N+]([O-])=O)C=C[C:3]=1N.C(NC1C=CC=CC=1)=O.[NH2:21][C:22]1([C:28]([OH:30])=O)[CH2:27][CH2:26][O:25][CH2:24][CH2:23]1.NC1(C(OC)=O)CCOCC1.NC1(CO)CCOCC1.OCCN.C(=O)C(C)C. (3) Given the product [CH:1]([C:7]1[C:16]2[C:11](=[CH:12][CH:13]=[CH:14][CH:15]=2)[CH:10]=[CH:9][C:8]=1[C:17]([OH:19])=[O:18])([CH2:3][CH3:4])[CH3:2].[F:6][C:7]1[C:16]2[C:11](=[CH:12][CH:13]=[CH:14][CH:15]=2)[CH:10]=[CH:9][C:8]=1[C:17]([OH:19])=[O:18].[CH3:20][O:21][C:22]1[C:31]2[C:26](=[CH:27][CH:28]=[CH:29][CH:30]=2)[CH:25]=[CH:24][C:23]=1[C:32]([OH:34])=[O:33], predict the reactants needed to synthesize it. The reactants are: [CH:1]([Li])([CH2:3][CH3:4])[CH3:2].[F:6][C:7]1[C:16]2[C:11](=[CH:12][CH:13]=[CH:14][CH:15]=2)[CH:10]=[CH:9][C:8]=1[C:17]([OH:19])=[O:18].[CH3:20][O:21][C:22]1[C:31]2[C:26](=[CH:27][CH:28]=[CH:29][CH:30]=2)[CH:25]=[CH:24][C:23]=1[C:32]([OH:34])=[O:33].Cl. (4) Given the product [OH:1][C:2]1[C:3]([C:27]([NH:29][CH2:30][C:31]([O:33][CH2:39][CH3:40])=[O:32])=[O:57])=[C:4]2[C:9](=[CH:10][CH:11]=1)[N:8]=[C:7]([C:12]1[CH:13]=[CH:14][CH:15]=[CH:16][CH:17]=1)[C:6]([C:18]1[S:19][CH:20]=[CH:21][N:22]=1)=[N:5]2, predict the reactants needed to synthesize it. The reactants are: [OH:1][C:2]1[CH:11]=[CH:10][C:9]2[N:8]=[C:7]([C:12]3[CH:17]=[CH:16][CH:15]=[CH:14][CH:13]=3)[C:6]([C:18]3[S:19][CH:20]=[CH:21][N:22]=3)=[N:5][C:4]=2[C:3]=1C(O)=O.Cl.[CH2:27]([NH:29][CH2:30][C:31]([OH:33])=[O:32])C.C(N([CH2:39][CH3:40])CC)C.C1CN([P+]([O:57]N2N=NC3C=CC=CC2=3)(N2CCCC2)N2CCCC2)CC1.F[P-](F)(F)(F)(F)F. (5) Given the product [OH:38][CH2:43][CH2:42][CH:35]1[CH2:34][CH2:31][CH2:32][CH2:37][N:36]1[C:2]1[N:11]=[C:10]([NH:12][CH2:13][C:14]2[CH:19]=[CH:18][C:17]([NH:20][C:21](=[O:29])[C:22]3[CH:27]=[CH:26][CH:25]=[CH:24][CH:23]=3)=[CH:16][CH:15]=2)[C:9]2[C:4](=[CH:5][C:6]([CH3:30])=[CH:7][CH:8]=2)[N:3]=1, predict the reactants needed to synthesize it. The reactants are: Cl[C:2]1[N:11]=[C:10]([NH:12][CH2:13][C:14]2[CH:19]=[CH:18][C:17]([NH:20][C:21](=[O:29])[C:22]3[CH:27]=[CH:26][C:25](F)=[CH:24][CH:23]=3)=[CH:16][CH:15]=2)[C:9]2[C:4](=[CH:5][C:6]([CH3:30])=[CH:7][CH:8]=2)[N:3]=1.[CH3:31][C@@H:32]1[CH2:37][NH:36][CH2:35][CH2:34]N1.[O:38]1[CH2:43][CH2:42]OCC1. (6) Given the product [Br:10][C:11]1[CH:18]=[CH:17][C:14]([CH2:15][N:5]([CH2:6][CH2:7][O:8][CH3:9])[C:4](=[O:23])[CH2:3][O:2][CH3:1])=[CH:13][CH:12]=1, predict the reactants needed to synthesize it. The reactants are: [CH3:1][O:2][CH2:3][CH2:4][NH:5][CH2:6][CH2:7][O:8][CH3:9].[Br:10][C:11]1[CH:18]=[CH:17][C:14]([CH2:15]Br)=[CH:13][CH:12]=1.CN(C=[O:23])C. (7) The reactants are: Cl.Cl.[NH2:3][C:4]1[C:12]([NH2:13])=[CH:11][CH:10]=[CH:9][C:5]=1[C:6]([NH2:8])=[O:7].[Br:14][C:15]1[CH:22]=[CH:21][C:18]([CH:19]=O)=[CH:17][CH:16]=1. Given the product [Br:14][C:15]1[CH:22]=[CH:21][C:18]([C:19]2[NH:13][C:12]3[CH:11]=[CH:10][CH:9]=[C:5]([C:6]([NH2:8])=[O:7])[C:4]=3[N:3]=2)=[CH:17][CH:16]=1, predict the reactants needed to synthesize it. (8) Given the product [CH3:29][O:28][C:26](=[O:27])[NH:22][C:14](=[N:13][C:3]1[C:2]([Cl:1])=[CH:7][C:6]([C:8]([F:10])([F:9])[F:11])=[CH:5][C:4]=1[Cl:12])[C:15]([F:20])([F:21])[C:16]([F:17])([F:18])[F:19], predict the reactants needed to synthesize it. The reactants are: [Cl:1][C:2]1[CH:7]=[C:6]([C:8]([F:11])([F:10])[F:9])[CH:5]=[C:4]([Cl:12])[C:3]=1[NH:13][C:14](=[NH:22])[C:15]([F:21])([F:20])[C:16]([F:19])([F:18])[F:17].[H-].[Na+].Cl[C:26]([O:28][CH3:29])=[O:27].O. (9) Given the product [C:1]1([C:21]2[CH:26]=[CH:25][CH:24]=[CH:23][CH:22]=2)[CH:2]=[CH:3][C:4]([C:7]([N:9]2[CH2:13][C:12](=[N:14][O:15][CH3:16])[CH2:11][C@H:10]2[C:17]2[N:18]=[C:41]([CH2:40][N:37]3[CH2:38][CH2:39][N:34]([C:32]([O:31][C:27]([CH3:28])([CH3:30])[CH3:29])=[O:33])[CH2:35][CH2:36]3)[O:20][N:19]=2)=[O:8])=[CH:5][CH:6]=1, predict the reactants needed to synthesize it. The reactants are: [C:1]1([C:21]2[CH:26]=[CH:25][CH:24]=[CH:23][CH:22]=2)[CH:6]=[CH:5][C:4]([C:7]([N:9]2[CH2:13][C:12](=[N:14][O:15][CH3:16])[CH2:11][C@H:10]2[C:17](=[N:19][OH:20])[NH2:18])=[O:8])=[CH:3][CH:2]=1.[C:27]([O:31][C:32]([N:34]1[CH2:39][CH2:38][N:37]([CH2:40][C:41](O)=O)[CH2:36][CH2:35]1)=[O:33])([CH3:30])([CH3:29])[CH3:28]. (10) Given the product [CH3:1][C:2]1[CH:10]=[CH:9][CH:8]=[CH:7][C:3]=1[C:4]([N:12]1[CH2:17][CH2:16][C:15](=[O:18])[CH2:14][CH2:13]1)=[O:5], predict the reactants needed to synthesize it. The reactants are: [CH3:1][C:2]1[CH:10]=[CH:9][CH:8]=[CH:7][C:3]=1[C:4](Cl)=[O:5].Cl.[NH:12]1[CH2:17][CH2:16][C:15](O)([OH:18])[CH2:14][CH2:13]1.C(=O)([O-])[O-].[K+].[K+].